Dataset: NCI-60 drug combinations with 297,098 pairs across 59 cell lines. Task: Regression. Given two drug SMILES strings and cell line genomic features, predict the synergy score measuring deviation from expected non-interaction effect. (1) Cell line: NCI-H522. Synergy scores: CSS=38.2, Synergy_ZIP=-11.3, Synergy_Bliss=-7.65, Synergy_Loewe=-0.311, Synergy_HSA=0.768. Drug 1: C1C(C(OC1N2C=NC3=C(N=C(N=C32)Cl)N)CO)O. Drug 2: CN(CCCl)CCCl.Cl. (2) Drug 1: CN(C)N=NC1=C(NC=N1)C(=O)N. Drug 2: CC12CCC3C(C1CCC2OP(=O)(O)O)CCC4=C3C=CC(=C4)OC(=O)N(CCCl)CCCl.[Na+]. Cell line: SK-MEL-28. Synergy scores: CSS=-7.93, Synergy_ZIP=-1.40, Synergy_Bliss=-8.88, Synergy_Loewe=-12.3, Synergy_HSA=-10.2. (3) Drug 1: C1=CC(=CC=C1CC(C(=O)O)N)N(CCCl)CCCl.Cl. Drug 2: N.N.Cl[Pt+2]Cl. Cell line: K-562. Synergy scores: CSS=8.32, Synergy_ZIP=-3.90, Synergy_Bliss=-4.85, Synergy_Loewe=-11.8, Synergy_HSA=-9.14. (4) Drug 1: CCC1(C2=C(COC1=O)C(=O)N3CC4=CC5=C(C=CC(=C5CN(C)C)O)N=C4C3=C2)O.Cl. Drug 2: C1CCC(C(C1)N)N.C(=O)(C(=O)[O-])[O-].[Pt+4]. Cell line: IGROV1. Synergy scores: CSS=14.9, Synergy_ZIP=-5.66, Synergy_Bliss=-0.260, Synergy_Loewe=-8.70, Synergy_HSA=0.110. (5) Drug 1: C1CN1C2=NC(=NC(=N2)N3CC3)N4CC4. Drug 2: CC1=C(N=C(N=C1N)C(CC(=O)N)NCC(C(=O)N)N)C(=O)NC(C(C2=CN=CN2)OC3C(C(C(C(O3)CO)O)O)OC4C(C(C(C(O4)CO)O)OC(=O)N)O)C(=O)NC(C)C(C(C)C(=O)NC(C(C)O)C(=O)NCCC5=NC(=CS5)C6=NC(=CS6)C(=O)NCCC[S+](C)C)O. Cell line: LOX IMVI. Synergy scores: CSS=46.3, Synergy_ZIP=-1.84, Synergy_Bliss=-1.28, Synergy_Loewe=4.51, Synergy_HSA=6.99.